This data is from Full USPTO retrosynthesis dataset with 1.9M reactions from patents (1976-2016). The task is: Predict the reactants needed to synthesize the given product. (1) Given the product [C:15]1([C:12]2[CH:11]=[C:10]([CH2:9][NH:8][C:22](=[O:21])[NH:1][C:2]3[CH:7]=[CH:6][N:5]=[CH:4][CH:3]=3)[O:14][N:13]=2)[CH:16]=[CH:17][CH:18]=[CH:19][CH:20]=1, predict the reactants needed to synthesize it. The reactants are: [NH2:1][C:2]1[CH:7]=[CH:6][N:5]=[CH:4][CH:3]=1.[NH2:8][CH2:9][C:10]1[O:14][N:13]=[C:12]([C:15]2[CH:20]=[CH:19][CH:18]=[CH:17][CH:16]=2)[CH:11]=1.[O:21]1CCC[CH2:22]1. (2) Given the product [C:15]1([N:14]2[C:9]3[CH:10]=[N:11][CH:12]=[CH:13][C:8]=3[N:7]=[C:6]2[CH:4]([NH2:1])[CH3:5])[CH:16]=[CH:17][CH:18]=[CH:19][CH:20]=1, predict the reactants needed to synthesize it. The reactants are: [N:1]([CH:4]([C:6]1[N:14]([C:15]2[CH:20]=[CH:19][CH:18]=[CH:17][CH:16]=2)[C:9]2[CH:10]=[N:11][CH:12]=[CH:13][C:8]=2[N:7]=1)[CH3:5])=[N+]=[N-]. (3) Given the product [F:1][C:2]1[CH:10]=[C:9]2[C:5]([C:6]([C:20]3[CH:28]=[C:27]4[C:23]([CH:24]=[N:25][N:26]4[CH2:30][C:31]([NH2:33])=[O:32])=[CH:22][CH:21]=3)=[CH:7][NH:8]2)=[CH:4][CH:3]=1, predict the reactants needed to synthesize it. The reactants are: [F:1][C:2]1[CH:10]=[C:9]2[C:5]([C:6]([C:20]3[CH:28]=[C:27]4[C:23]([CH:24]=[N:25][NH:26]4)=[CH:22][CH:21]=3)=[CH:7][N:8]2S(C2C=CC=CC=2)(=O)=O)=[CH:4][CH:3]=1.Br[CH2:30][C:31]([NH2:33])=[O:32].C([O-])([O-])=O.[K+].[K+]. (4) Given the product [NH2:1][C:2]1[N:7]([CH:8]2[CH2:13][CH2:12][CH:11]([NH:33][C@@H:32]([CH2:34][C:35]3[CH:40]=[CH:39][CH:38]=[CH:37][CH:36]=3)[C:31]([O:30][CH:25]3[CH2:26][CH2:27][CH2:28][CH2:29]3)=[O:41])[CH2:10][CH2:9]2)[C:6](=[O:15])[CH:5]=[CH:4][C:3]=1[C:16](=[O:24])[C:17]1[CH:18]=[CH:19][C:20]([F:23])=[CH:21][CH:22]=1, predict the reactants needed to synthesize it. The reactants are: [NH2:1][C:2]1[N:7]([CH:8]2[CH2:13][CH2:12][C:11](=O)[CH2:10][CH2:9]2)[C:6](=[O:15])[CH:5]=[CH:4][C:3]=1[C:16](=[O:24])[C:17]1[CH:22]=[CH:21][C:20]([F:23])=[CH:19][CH:18]=1.[CH:25]1([O:30][C:31](=[O:41])[C@H:32]([CH2:34][C:35]2[CH:40]=[CH:39][CH:38]=[CH:37][CH:36]=2)[NH2:33])[CH2:29][CH2:28][CH2:27][CH2:26]1.N#N.[BH3-]C#N.[Na+]. (5) The reactants are: [CH3:1][O:2][C:3]1[CH:31]=[CH:30][C:6]([CH2:7][NH:8][C:9]([C:11]2[CH:16]=[CH:15][C:14]([C:17]3[CH:22]=[C:21]([C:23]4[O:24][C:25]([CH3:28])=[N:26][N:27]=4)[CH:20]=[CH:19][C:18]=3[CH3:29])=[CH:13][CH:12]=2)=[O:10])=[CH:5][CH:4]=1.[CH:32]1([CH2:35]Br)[CH2:34][CH2:33]1. Given the product [CH:32]1([CH2:35][N:8]([CH2:7][C:6]2[CH:5]=[CH:4][C:3]([O:2][CH3:1])=[CH:31][CH:30]=2)[C:9]([C:11]2[CH:12]=[CH:13][C:14]([C:17]3[CH:22]=[C:21]([C:23]4[O:24][C:25]([CH3:28])=[N:26][N:27]=4)[CH:20]=[CH:19][C:18]=3[CH3:29])=[CH:15][CH:16]=2)=[O:10])[CH2:34][CH2:33]1, predict the reactants needed to synthesize it. (6) Given the product [CH3:1][O:2][C:3]1[C:12]([O:13][CH3:14])=[C:11]([O:15][CH3:16])[CH:10]=[C:9]2[C:4]=1[CH:5]=[CH:6][C:7]([CH:17]=[CH:18][C:19]([C:21]1[CH:22]=[CH:23][C:24]([C:25]([N:40]3[CH2:46][CH2:47][C:48](=[O:49])[CH2:43][CH2:44]3)=[O:26])=[CH:28][CH:29]=1)=[O:20])=[N:8]2, predict the reactants needed to synthesize it. The reactants are: [CH3:1][O:2][C:3]1[C:12]([O:13][CH3:14])=[C:11]([O:15][CH3:16])[CH:10]=[C:9]2[C:4]=1[CH:5]=[CH:6][C:7]([CH:17]=[CH:18][C:19]([C:21]1[CH:29]=[CH:28][C:24]([C:25](O)=[O:26])=[CH:23][CH:22]=1)=[O:20])=[N:8]2.C(N(C(C)C)C(C)C)C.O[N:40]1[C:44]2C=[CH:46][CH:47]=[CH:48][C:43]=2N=N1.[OH2:49].Cl.N1CCCCC1.C(N=C=NCCCN(C)C)C. (7) Given the product [NH:22]1[CH2:21][CH:20]([C:18]2[N:17]([CH:31]3[CH2:35][CH2:34][O:33][CH2:32]3)[N:16]=[C:15]([I:14])[CH:19]=2)[CH2:23]1, predict the reactants needed to synthesize it. The reactants are: N1CC(C2N(C(C)C)N=C(I)C=2)C1.[I:14][C:15]1[CH:19]=[C:18]([CH:20]2[CH2:23][N:22](C(OC(C)(C)C)=O)[CH2:21]2)[N:17]([CH:31]2[CH2:35][CH2:34][O:33][CH2:32]2)[N:16]=1.